Dataset: Peptide-MHC class I binding affinity with 185,985 pairs from IEDB/IMGT. Task: Regression. Given a peptide amino acid sequence and an MHC pseudo amino acid sequence, predict their binding affinity value. This is MHC class I binding data. (1) The peptide sequence is FFLPIFSEF. The MHC is HLA-A29:02 with pseudo-sequence HLA-A29:02. The binding affinity (normalized) is 1.00. (2) The peptide sequence is NHINVEHSL. The MHC is HLA-B38:01 with pseudo-sequence HLA-B38:01. The binding affinity (normalized) is 0.753. (3) The peptide sequence is IYSAEFKNY. The MHC is HLA-B08:01 with pseudo-sequence HLA-B08:01. The binding affinity (normalized) is 0.0847. (4) The MHC is HLA-B58:02 with pseudo-sequence HLA-B58:02. The peptide sequence is KSIHIVVTM. The binding affinity (normalized) is 0.0669. (5) The binding affinity (normalized) is 0.570. The MHC is HLA-B44:02 with pseudo-sequence HLA-B44:02. The peptide sequence is NELNYDNAGI. (6) The peptide sequence is SYMLQALC. The MHC is H-2-Kd with pseudo-sequence H-2-Kd. The binding affinity (normalized) is 0.157. (7) The binding affinity (normalized) is 0.500. The peptide sequence is AMLKSKNINI. The MHC is HLA-A02:03 with pseudo-sequence HLA-A02:03.